From a dataset of Full USPTO retrosynthesis dataset with 1.9M reactions from patents (1976-2016). Predict the reactants needed to synthesize the given product. (1) The reactants are: Cl.[F:2][C:3]1[CH:21]=[C:20]([S:22]([CH3:25])(=[O:24])=[O:23])[CH:19]=[CH:18][C:4]=1[O:5][C@H:6]1[CH2:10][CH2:9][N:8]([CH:11]2[CH2:16][CH2:15][NH:14][CH2:13][CH2:12]2)[C:7]1=[O:17].C(N(C(C)C)C(C)C)C.Cl[C:36]1[S:40][N:39]=[C:38]([C:41]([F:44])([F:43])[F:42])[N:37]=1. Given the product [F:2][C:3]1[CH:21]=[C:20]([S:22]([CH3:25])(=[O:24])=[O:23])[CH:19]=[CH:18][C:4]=1[O:5][C@H:6]1[CH2:10][CH2:9][N:8]([CH:11]2[CH2:12][CH2:13][N:14]([C:36]3[S:40][N:39]=[C:38]([C:41]([F:44])([F:43])[F:42])[N:37]=3)[CH2:15][CH2:16]2)[C:7]1=[O:17], predict the reactants needed to synthesize it. (2) Given the product [CH3:49][N:50]([CH2:30][C:26]1[CH:27]=[CH:28][CH:29]=[C:24]([C:23]2[N:17]3[C:18]([CH:19]=[N:20][C:15]([NH:14][C:11]4[CH:10]=[CH:9][C:8]([N:5]5[CH2:4][CH2:3][N:2]([CH3:1])[CH2:7][CH2:6]5)=[CH:13][CH:12]=4)=[N:16]3)=[CH:21][CH:22]=2)[CH:25]=1)[S:51]([CH3:54])(=[O:53])=[O:52], predict the reactants needed to synthesize it. The reactants are: [CH3:1][N:2]1[CH2:7][CH2:6][N:5]([C:8]2[CH:13]=[CH:12][C:11]([NH:14][C:15]3[N:20]=[CH:19][C:18]4=[CH:21][CH:22]=[C:23]([C:24]5[CH:25]=[C:26]([CH2:30]O)[CH:27]=[CH:28][CH:29]=5)[N:17]4[N:16]=3)=[CH:10][CH:9]=2)[CH2:4][CH2:3]1.C(N(CC)CC)C.CS(Cl)(=O)=O.S([O-])(=O)(=O)C.[CH3:49][NH:50][S:51]([CH3:54])(=[O:53])=[O:52].[H-].[Na+].